From a dataset of Catalyst prediction with 721,799 reactions and 888 catalyst types from USPTO. Predict which catalyst facilitates the given reaction. (1) Reactant: [OH:1][C:2]1[C:7]([C:8]([F:11])([F:10])[F:9])=[CH:6][CH:5]=[CH:4][N:3]=1.[Br:12]Br. Product: [Br:12][C:5]1[CH:6]=[C:7]([C:8]([F:9])([F:11])[F:10])[C:2]([OH:1])=[N:3][CH:4]=1. The catalyst class is: 5. (2) The catalyst class is: 4. Reactant: [NH2:1][C:2]1[CH:7]=[CH:6][C:5]([Cl:8])=[CH:4][C:3]=1[C:9](=[O:14])[C:10]([CH3:13])([CH3:12])[CH3:11].[O:15](S(C(F)(F)F)(=O)=O)[S:16]([C:19]([F:22])([F:21])[F:20])(=O)=[O:17]. Product: [Cl:8][C:5]1[CH:6]=[CH:7][C:2]([NH:1][S:16]([C:19]([F:22])([F:21])[F:20])(=[O:17])=[O:15])=[C:3]([C:9](=[O:14])[C:10]([CH3:11])([CH3:13])[CH3:12])[CH:4]=1. (3) The catalyst class is: 7. Product: [CH3:34][O:33][CH2:32][C@@H:31]([O:30][C:15]1[CH:14]=[C:13]([C:10]2[NH:9][C:8]([C:6]3[O:1][C@@H:2]([CH3:36])[C@@H:3]([CH3:4])[N:5]=3)=[CH:12][CH:11]=2)[CH:18]=[C:17]([O:19][Si:20]([CH:24]([CH3:26])[CH3:25])([CH:21]([CH3:23])[CH3:22])[CH:27]([CH3:29])[CH3:28])[CH:16]=1)[CH3:35]. Reactant: [OH:1][C@H:2]([CH3:36])[C@H:3]([NH:5][C:6]([C:8]1[NH:9][C:10]([C:13]2[CH:18]=[C:17]([O:19][Si:20]([CH:27]([CH3:29])[CH3:28])([CH:24]([CH3:26])[CH3:25])[CH:21]([CH3:23])[CH3:22])[CH:16]=[C:15]([O:30][C@@H:31]([CH3:35])[CH2:32][O:33][CH3:34])[CH:14]=2)=[CH:11][CH:12]=1)=O)[CH3:4].CS(O)(=O)=O.C(N(CC)CC)C.[Cl-].[NH4+]. (4) Reactant: [C:1]([Si:5]([C:25]1[CH:30]=[CH:29][CH:28]=[CH:27][CH:26]=1)([C:19]1[CH:24]=[CH:23][CH:22]=[CH:21][CH:20]=1)[O:6][CH:7]1[CH2:12][CH2:11][N:10]([CH:13]2[CH2:17][CH2:16][NH:15][C:14]2=[O:18])[CH2:9][CH2:8]1)([CH3:4])([CH3:3])[CH3:2].C([Li])CCC.[CH2:36]([O:43][C:44]1[CH:45]=[C:46]([Cl:53])[C:47]([CH2:51]Br)=[C:48]([Cl:50])[CH:49]=1)[C:37]1[CH:42]=[CH:41][CH:40]=[CH:39][CH:38]=1. Product: [CH2:36]([O:43][C:44]1[CH:45]=[C:46]([Cl:53])[C:47]([CH2:51][N:15]2[CH2:16][CH2:17][CH:13]([N:10]3[CH2:9][CH2:8][CH:7]([O:6][Si:5]([C:1]([CH3:4])([CH3:2])[CH3:3])([C:25]4[CH:30]=[CH:29][CH:28]=[CH:27][CH:26]=4)[C:19]4[CH:24]=[CH:23][CH:22]=[CH:21][CH:20]=4)[CH2:12][CH2:11]3)[C:14]2=[O:18])=[C:48]([Cl:50])[CH:49]=1)[C:37]1[CH:38]=[CH:39][CH:40]=[CH:41][CH:42]=1. The catalyst class is: 1.